From a dataset of HIV replication inhibition screening data with 41,000+ compounds from the AIDS Antiviral Screen. Binary Classification. Given a drug SMILES string, predict its activity (active/inactive) in a high-throughput screening assay against a specified biological target. (1) The drug is CC(=O)OC12CC[N+]3(C)CCCCC3C1=Nc1ccccc12. The result is 0 (inactive). (2) The drug is NC(=O)C(=O)NN=C1C(=O)N(c2ccc(Cl)cc2Cl)C(=O)C1C(=O)Nc1ccc(Cl)cc1Cl. The result is 0 (inactive).